From a dataset of Catalyst prediction with 721,799 reactions and 888 catalyst types from USPTO. Predict which catalyst facilitates the given reaction. (1) Reactant: Cl[C:2]1[N:7]=[C:6]([O:8][CH3:9])[N:5]=[C:4]([NH:10][CH2:11][CH:12]2[CH2:16][C:15]3[CH:17]=[CH:18][CH:19]=[CH:20][C:14]=3[O:13]2)[CH:3]=1.[C:21]([C:24]([C:27]1[CH:28]=[C:29](B(O)O)[CH:30]=[CH:31][CH:32]=1)([CH3:26])[CH3:25])([OH:23])=[O:22].C([O-])([O-])=O.[Cs+].[Cs+]. Product: [O:13]1[C:14]2[CH:20]=[CH:19][CH:18]=[CH:17][C:15]=2[CH2:16][CH:12]1[CH2:11][NH:10][C:4]1[N:5]=[C:6]([O:8][CH3:9])[N:7]=[C:2]([C:29]2[CH:28]=[C:27]([C:24]([CH3:26])([CH3:25])[C:21]([OH:23])=[O:22])[CH:32]=[CH:31][CH:30]=2)[CH:3]=1. The catalyst class is: 659. (2) Reactant: [CH2:1]([CH:8]1[C:13](=[O:14])[N:12]([CH2:15][CH3:16])[C:11]2[CH:17]=[CH:18][C:19]([N+:21]([O-])=O)=[CH:20][C:10]=2[O:9]1)[C:2]1[CH:7]=[CH:6][CH:5]=[CH:4][CH:3]=1.[H][H]. Product: [NH2:21][C:19]1[CH:18]=[CH:17][C:11]2[N:12]([CH2:15][CH3:16])[C:13](=[O:14])[CH:8]([CH2:1][C:2]3[CH:7]=[CH:6][CH:5]=[CH:4][CH:3]=3)[O:9][C:10]=2[CH:20]=1. The catalyst class is: 19. (3) Reactant: [Br:1][C:2]1[CH:3]=[C:4](/[CH:7]=[CH:8]/[C:9]([OH:11])=O)[O:5][CH:6]=1.C(N(CC)CC)C.C1(P([N:33]=[N+:34]=[N-:35])(C2C=CC=CC=2)=O)C=CC=CC=1.C(=O)(O)[O-].[Na+]. Product: [Br:1][C:2]1[CH:3]=[C:4](/[CH:7]=[CH:8]/[C:9]([N:33]=[N+:34]=[N-:35])=[O:11])[O:5][CH:6]=1. The catalyst class is: 1.